Task: Token-level Classification. Given an antigen amino acid sequence, predict which amino acid positions are active epitope sites capable of antibody binding. Output is a list of indices for active positions.. Dataset: B-cell epitopes from IEDB database with 3,159 antigens for binding position prediction Given the antigen sequence: MKVISLFILVGFIGEFQSFSSASSPVNCQWDFYAPWSECNGCTKTQTRRRSVAVYGQYGGQPCVGNAFETQSCEPTRGCPTEEGCGERFRCFSGQCISKSLVCNGDSDCDEDSADEDRCEDSERRPSCDIDKPPPNIELTGNGYNELTGQFRNRVINTKSFGGQCRKVFSGDGKDFYRLSGNVLSYTFQVKINNDFNYEFYNSTWSYVKHTSTEHTSSSRKRSFFRSSSSSSRSYTSHTNEIHKGKSYQLLVVENTVEVAQFINNNPEFLQLAEPFWKELSHLPSLYDYSAYRRLIDQYGTHYLQSGSLGGEYRVLFYVDSEKLKQNDFNSVEEKKCKSSGWHFVVKFSSHGCKELENALKAASGTQNNVLRGEPFIRGGGAGFISGLSYLELDNPAGNKRRYSAWAESVTNLPQVIKQKLTPLYELVKEVPCASVKKLYLKWALEEYLDEFDPCHCRPCQNGGLATVEGTHCLCHCKPYTFGAACEQGVLVGNQAGGVD..., which amino acid positions are active epitope sites? The epitope positions are: [616, 617, 618, 619, 620, 621, 622, 623, 624, 625, 626, 627, 628, 629, 630, 631, 632, 633]. The amino acids at these positions are: LRWLVGEMHCQKIACVLP.